This data is from Full USPTO retrosynthesis dataset with 1.9M reactions from patents (1976-2016). The task is: Predict the reactants needed to synthesize the given product. The reactants are: [CH2:1]([O:8][C:9]([N:11]1[CH2:15][C@@H:14]([CH3:16])[C@@H:13]([C:17]([OH:19])=O)[CH2:12]1)=[O:10])[C:2]1[CH:7]=[CH:6][CH:5]=[CH:4][CH:3]=1.CN(C=O)C.C(Cl)(=O)C([Cl:28])=O. Given the product [Cl:28][C:17]([C@@H:13]1[C@H:14]([CH3:16])[CH2:15][N:11]([C:9]([O:8][CH2:1][C:2]2[CH:7]=[CH:6][CH:5]=[CH:4][CH:3]=2)=[O:10])[CH2:12]1)=[O:19], predict the reactants needed to synthesize it.